From a dataset of Catalyst prediction with 721,799 reactions and 888 catalyst types from USPTO. Predict which catalyst facilitates the given reaction. (1) Reactant: P(Cl)(Cl)(Cl)=O.[CH3:6][N:7]([CH:9]=O)[CH3:8].[CH:11](=[O:16])[CH2:12][CH2:13][CH2:14][CH3:15].C([O-])([O-])=O.[K+].[K+].CNC. Product: [CH3:8][N:7]([CH:9]=[C:12]([CH2:13][CH2:14][CH3:15])[CH:11]=[O:16])[CH3:6]. The catalyst class is: 26. (2) Reactant: C(OC([N:8]1[CH2:13][CH2:12][CH:11]([O:14][C:15]2[CH:20]=[CH:19][C:18]([O:21][CH2:22][CH2:23][CH2:24][N:25]3[CH2:30][CH2:29][CH2:28][CH2:27][CH2:26]3)=[CH:17][CH:16]=2)[CH2:10][CH2:9]1)=O)(C)(C)C.[ClH:31]. Product: [ClH:31].[ClH:31].[NH:8]1[CH2:9][CH2:10][CH:11]([O:14][C:15]2[CH:16]=[CH:17][C:18]([O:21][CH2:22][CH2:23][CH2:24][N:25]3[CH2:30][CH2:29][CH2:28][CH2:27][CH2:26]3)=[CH:19][CH:20]=2)[CH2:12][CH2:13]1. The catalyst class is: 13. (3) Product: [Cl:1][C:2]1[C:26]([CH:25]([OH:29])[CH2:27][OH:17])=[C:10]2[C:5](=[CH:4][CH:3]=1)[N:6]=[CH:7][C:8]([O:14][CH3:15])=[N:9]2. The catalyst class is: 6. Reactant: [Cl:1][C:2]1C(C=C)=[C:10]2[C:5]([N:6]=[CH:7][C:8]([O:14][CH3:15])=[N:9]2)=[CH:4][CH:3]=1.S(S([O-])=O)([O-])(=O)=[O:17].[Na+].[Na+].[C:25]([OH:29])(C)([CH3:27])[CH3:26].